Dataset: Catalyst prediction with 721,799 reactions and 888 catalyst types from USPTO. Task: Predict which catalyst facilitates the given reaction. Reactant: Br[C:2]1[CH:7]=[CH:6][C:5]([N:8]2[CH2:13][CH2:12][N:11]([C:14]3[N:15]=[C:16]([CH2:23][CH2:24][CH2:25][NH2:26])[C:17]4[S:22][CH2:21][CH2:20][C:18]=4[N:19]=3)[CH2:10][CH2:9]2)=[CH:4][CH:3]=1.[I-:27].[Na+].CN(C)[C@@H]1CCCC[C@H]1N. Product: [I:27][C:2]1[CH:7]=[CH:6][C:5]([N:8]2[CH2:13][CH2:12][N:11]([C:14]3[N:15]=[C:16]([CH2:23][CH2:24][CH2:25][NH2:26])[C:17]4[S:22][CH2:21][CH2:20][C:18]=4[N:19]=3)[CH2:10][CH2:9]2)=[CH:4][CH:3]=1. The catalyst class is: 830.